From a dataset of Catalyst prediction with 721,799 reactions and 888 catalyst types from USPTO. Predict which catalyst facilitates the given reaction. (1) Reactant: [CH3:1][O:2][C:3]1[CH:50]=[C:49]([O:51][CH3:52])[CH:48]=[CH:47][C:4]=1[CH2:5][N:6]([C:42]1[S:46][N:45]=[CH:44][N:43]=1)[S:7]([C:10]1[N:15]=[C:14]2[N:16](C(OC(C)(C)C)=O)[CH:17]=[C:18]([C:19]3[CH:24]=[CH:23][C:22]([C:25]([F:28])([F:27])[F:26])=[CH:21][C:20]=3[C:29]3[N:33]([CH3:34])[N:32]=[CH:31][CH:30]=3)[C:13]2=[CH:12][CH:11]=1)(=[O:9])=[O:8].C1COCC1.[F-].C([N+](CCCC)(CCCC)CCCC)CCC. Product: [CH3:1][O:2][C:3]1[CH:50]=[C:49]([O:51][CH3:52])[CH:48]=[CH:47][C:4]=1[CH2:5][N:6]([C:42]1[S:46][N:45]=[CH:44][N:43]=1)[S:7]([C:10]1[N:15]=[C:14]2[NH:16][CH:17]=[C:18]([C:19]3[CH:24]=[CH:23][C:22]([C:25]([F:27])([F:28])[F:26])=[CH:21][C:20]=3[C:29]3[N:33]([CH3:34])[N:32]=[CH:31][CH:30]=3)[C:13]2=[CH:12][CH:11]=1)(=[O:8])=[O:9]. The catalyst class is: 25. (2) Reactant: [CH2:1]([N:3]([CH2:17][CH3:18])[CH2:4][CH2:5][CH2:6][O:7][C:8]1[CH:13]=[CH:12][C:11]([N+:14]([O-])=O)=[CH:10][CH:9]=1)[CH3:2]. Product: [CH2:17]([N:3]([CH2:1][CH3:2])[CH2:4][CH2:5][CH2:6][O:7][C:8]1[CH:9]=[CH:10][C:11]([NH2:14])=[CH:12][CH:13]=1)[CH3:18]. The catalyst class is: 29. (3) Reactant: [Cl:1][C:2]1[NH:3][C:4](Cl)([CH2:10][CH:11]=[CH2:12])[C:5]([O:8][CH3:9])=[CH:6][N:7]=1.[Cl:14]C1N=CC(OC)=C(Cl)N=1.[Br-].[Mg+2].[Br-].C(C1C(=O)C(Cl)=C(Cl)C(=O)C=1C#N)#N. Product: [Cl:1][C:2]1[N:3]=[C:4]([CH2:10][CH:11]=[CH2:12])[C:5]([O:8][CH3:9])=[C:6]([Cl:14])[N:7]=1. The catalyst class is: 1.